Dataset: Peptide-MHC class I binding affinity with 185,985 pairs from IEDB/IMGT. Task: Regression. Given a peptide amino acid sequence and an MHC pseudo amino acid sequence, predict their binding affinity value. This is MHC class I binding data. (1) The peptide sequence is SDYLEVDTI. The MHC is Mamu-B01 with pseudo-sequence Mamu-B01. The binding affinity (normalized) is 1.00. (2) The peptide sequence is KVYKTYFEK. The MHC is BoLA-T2a with pseudo-sequence BoLA-T2a. The binding affinity (normalized) is 0.292. (3) The peptide sequence is RRMGGLRKY. The MHC is HLA-A26:01 with pseudo-sequence HLA-A26:01. The binding affinity (normalized) is 0.169. (4) The peptide sequence is YADHGANQL. The MHC is HLA-C05:01 with pseudo-sequence HLA-C05:01. The binding affinity (normalized) is 0.968. (5) The peptide sequence is GLVLVWYTV. The MHC is HLA-A02:01 with pseudo-sequence HLA-A02:01. The binding affinity (normalized) is 0.613.